Dataset: Forward reaction prediction with 1.9M reactions from USPTO patents (1976-2016). Task: Predict the product of the given reaction. (1) Given the reactants [CH3:1][O:2][C:3]1[CH:15]=[C:14]([O:16][CH3:17])[CH:13]=[CH:12][C:4]=1[CH2:5][NH:6][C:7]1[S:11][N:10]=[CH:9][N:8]=1.C(=O)=O.C[Si]([N-][Si](C)(C)C)(C)C.[Li+].[Cl:31][C:32]1[C:41]2[C:36](=[CH:37][C:38]([S:42](Cl)(=[O:44])=[O:43])=[CH:39][CH:40]=2)[CH:35]=[CH:34][N:33]=1, predict the reaction product. The product is: [Cl:31][C:32]1[C:41]2[C:36](=[CH:37][C:38]([S:42]([N:6]([CH2:5][C:4]3[CH:12]=[CH:13][C:14]([O:16][CH3:17])=[CH:15][C:3]=3[O:2][CH3:1])[C:7]3[S:11][N:10]=[CH:9][N:8]=3)(=[O:44])=[O:43])=[CH:39][CH:40]=2)[CH:35]=[CH:34][N:33]=1. (2) Given the reactants C([O-])([O-])=O.[K+].[K+].Cl[CH2:8][CH2:9][C:10]([C:12]1[CH:17]=[CH:16][CH:15]=[CH:14][CH:13]=1)=[O:11].[CH3:18][CH:19]([CH3:35])[C:20]([NH:22][C:23]1[CH:28]=[CH:27][CH:26]=[C:25]([CH:29]2[CH2:34][CH2:33][NH:32][CH2:31][CH2:30]2)[CH:24]=1)=[O:21], predict the reaction product. The product is: [CH3:18][CH:19]([CH3:35])[C:20]([NH:22][C:23]1[CH:28]=[CH:27][CH:26]=[C:25]([CH:29]2[CH2:34][CH2:33][N:32]([CH2:8][CH2:9][C:10](=[O:11])[C:12]3[CH:17]=[CH:16][CH:15]=[CH:14][CH:13]=3)[CH2:31][CH2:30]2)[CH:24]=1)=[O:21]. (3) Given the reactants [O:1]1[C:5]2[CH:6]=[CH:7][C:8]([NH:10][C:11]3[C:19]4[C:18]5[CH2:20][NH:21][CH2:22][CH2:23][C:17]=5[NH:16][C:15]=4[N:14]=[CH:13][CH:12]=3)=[CH:9][C:4]=2[O:3][CH2:2]1.[C:24](OC(=O)C)(=[O:26])[CH3:25].C(N(CC)CC)C, predict the reaction product. The product is: [O:1]1[C:5]2[CH:6]=[CH:7][C:8]([NH:10][C:11]3[C:19]4[C:18]5[CH2:20][N:21]([C:24](=[O:26])[CH3:25])[CH2:22][CH2:23][C:17]=5[NH:16][C:15]=4[N:14]=[CH:13][CH:12]=3)=[CH:9][C:4]=2[O:3][CH2:2]1. (4) Given the reactants CC1(C)CCCC(C)(C)N1.C([Li])CCC.[CH3:16][C:17]1[N:25]=[CH:24][CH:23]=[CH:22][C:18]=1[C:19]([OH:21])=[O:20].[Cl:26][C:27]1[CH:32]=[CH:31][C:30]([C:33]2([C:36]([N:38]3[CH2:42][CH2:41][C:40](=[O:43])[CH2:39]3)=[O:37])[CH2:35][CH2:34]2)=[CH:29][CH:28]=1.C(O)(=O)C.C([O-])(O)=O.[Na+], predict the reaction product. The product is: [Cl:26][C:27]1[CH:28]=[CH:29][C:30]([C:33]2([C:36]([N:38]3[CH2:42][CH2:41][C:40]([CH2:16][C:17]4[N:25]=[CH:24][CH:23]=[CH:22][C:18]=4[C:19]([OH:21])=[O:20])([OH:43])[CH2:39]3)=[O:37])[CH2:35][CH2:34]2)=[CH:31][CH:32]=1. (5) Given the reactants [NH2:1][CH:2]1[CH2:8][CH2:7][CH2:6][CH2:5][NH:4][C:3]1=[O:9].[OH-].[Na+].[C:12]([C:14]1[CH:15]=[C:16]([S:20](Cl)(=[O:22])=[O:21])[CH:17]=[CH:18][CH:19]=1)#[N:13].C(OC(C)C)(C)C, predict the reaction product. The product is: [C:12]([C:14]1[CH:15]=[C:16]([S:20]([NH:1][CH:2]2[CH2:8][CH2:7][CH2:6][CH2:5][NH:4][C:3]2=[O:9])(=[O:22])=[O:21])[CH:17]=[CH:18][CH:19]=1)#[N:13]. (6) Given the reactants O=[C:2]1[C:11]2[C:10]([C:12](OC)=[O:13])=[CH:9][CH:8]=[CH:7][C:6]=2[N:5]=[C:4]([CH2:16][N:17]([CH3:19])[CH3:18])[NH:3]1.[NH2:20][NH2:21], predict the reaction product. The product is: [CH3:18][N:17]([CH2:16][C:4]1[NH:3][C:2]2=[N:20][NH:21][C:12](=[O:13])[C:10]3[C:11]2=[C:6]([CH:7]=[CH:8][CH:9]=3)[N:5]=1)[CH3:19]. (7) Given the reactants [CH3:1][N:2]([CH2:10][C:11]1[C:19]2[C:14](=[CH:15][C:16](B3OC(C)(C)C(C)(C)O3)=[CH:17][CH:18]=2)[N:13]([S:29]([C:32]2[CH:33]=[N:34][CH:35]=[CH:36][CH:37]=2)(=[O:31])=[O:30])[CH:12]=1)[C:3](=[O:9])[O:4][C:5]([CH3:8])([CH3:7])[CH3:6].[OH-:38].[Na+].OO, predict the reaction product. The product is: [OH:38][C:16]1[CH:15]=[C:14]2[C:19]([C:11]([CH2:10][N:2]([CH3:1])[C:3](=[O:9])[O:4][C:5]([CH3:6])([CH3:7])[CH3:8])=[CH:12][N:13]2[S:29]([C:32]2[CH:33]=[N:34][CH:35]=[CH:36][CH:37]=2)(=[O:31])=[O:30])=[CH:18][CH:17]=1. (8) Given the reactants [Cl:1][C:2]1[N:3]=[C:4]([N:13]2[CH2:18][CH2:17][O:16][CH2:15][CH2:14]2)[C:5]2[S:10][C:9](I)=[C:8]([CH3:12])[C:6]=2[N:7]=1.[CH3:19][S:20]([C:23]1[CH:24]=[C:25](B(O)O)[CH:26]=[CH:27][CH:28]=1)(=[O:22])=[O:21], predict the reaction product. The product is: [Cl:1][C:2]1[N:3]=[C:4]([N:13]2[CH2:18][CH2:17][O:16][CH2:15][CH2:14]2)[C:5]2[S:10][C:9]([C:27]3[CH:26]=[CH:25][CH:24]=[C:23]([S:20]([CH3:19])(=[O:22])=[O:21])[CH:28]=3)=[C:8]([CH3:12])[C:6]=2[N:7]=1.